This data is from Full USPTO retrosynthesis dataset with 1.9M reactions from patents (1976-2016). The task is: Predict the reactants needed to synthesize the given product. (1) Given the product [CH2:10]([O:12][C:13](=[O:16])[CH2:14][S:7][C:1]1[CH:6]=[CH:5][CH:4]=[CH:3][CH:2]=1)[CH3:11], predict the reactants needed to synthesize it. The reactants are: [C:1]1([SH:7])[CH:6]=[CH:5][CH:4]=[CH:3][CH:2]=1.[H-].[Na+].[CH2:10]([O:12][C:13](=[O:16])[CH2:14]Br)[CH3:11]. (2) The reactants are: Br[C:2]1[C:3](=[O:22])[CH2:4][CH2:5][C:6]2([CH2:18][CH2:19][CH2:20][CH3:21])[C:14]=1[C:13]1[C:8](=[C:9]([Cl:17])[C:10]([O:15][CH3:16])=[CH:11][CH:12]=1)[CH2:7]2.C([Sn](CCCC)(CCCC)[C:28]([O:30][CH2:31][CH3:32])=[CH2:29])CCC. Given the product [CH2:18]([C:6]12[CH2:5][CH2:4][C:3](=[O:22])[C:2]([C:28]([O:30][CH2:31][CH3:32])=[CH2:29])=[C:14]1[C:13]1[C:8](=[C:9]([Cl:17])[C:10]([O:15][CH3:16])=[CH:11][CH:12]=1)[CH2:7]2)[CH2:19][CH2:20][CH3:21], predict the reactants needed to synthesize it. (3) Given the product [Cl:1][C:2]1[CH:3]=[CH:4][C:5]2[N:6]=[CH:7][N:8]=[C:9]([NH:19][CH:20]3[CH2:21][CH2:22][N:23]([C:26]([O:28][C:29]([CH3:32])([CH3:31])[CH3:30])=[O:27])[CH2:24][CH2:25]3)[C:10]=2[N:11]=1, predict the reactants needed to synthesize it. The reactants are: [Cl:1][C:2]1[CH:3]=[CH:4][C:5]2[N:6]=[CH:7][N:8]=[C:9](OC3CCOCC3)[C:10]=2[N:11]=1.[NH2:19][CH:20]1[CH2:25][CH2:24][N:23]([C:26]([O:28][C:29]([CH3:32])([CH3:31])[CH3:30])=[O:27])[CH2:22][CH2:21]1.CC(C)([O-])C.[Na+].